Dataset: Catalyst prediction with 721,799 reactions and 888 catalyst types from USPTO. Task: Predict which catalyst facilitates the given reaction. (1) Reactant: [C:1]1(=[O:7])[O:6][C:4](=[O:5])[CH:3]=[CH:2]1.[OH-:8].[Na+].F[B-](F)(F)F.[F:15][C:16]1[CH:17]=[C:18]2[C:23](=[CH:24][CH:25]=1)[C:22]([N+]#N)=[CH:21][CH:20]=[CH:19]2. Product: [F:15][C:16]1[CH:17]=[C:18]2[C:23](=[CH:24][CH:25]=1)[C:22]([CH:2]([CH2:3][C:4]([OH:8])=[O:5])[C:1]([OH:6])=[O:7])=[CH:21][CH:20]=[CH:19]2. The catalyst class is: 21. (2) Reactant: [CH3:1][O:2][CH:3]([CH3:21])[CH2:4][CH2:5][CH2:6][CH2:7][CH2:8][O:9][C:10]1[CH:20]=[CH:19][C:13]([C:14](OCC)=[O:15])=[CH:12][CH:11]=1.O.[NH2:23][NH2:24]. Product: [CH3:1][O:2][CH:3]([CH3:21])[CH2:4][CH2:5][CH2:6][CH2:7][CH2:8][O:9][C:10]1[CH:20]=[CH:19][C:13]([C:14]([NH:23][NH2:24])=[O:15])=[CH:12][CH:11]=1. The catalyst class is: 8. (3) Reactant: [C:1]([C:9]1[CH:13]=[CH:12][S:11][C:10]=1[C:14]([OH:16])=O)(=O)[C:2]1[CH:7]=[CH:6][CH:5]=[CH:4][CH:3]=1.[NH2:17][NH2:18]. Product: [C:2]1([C:1]2[C:9]3[CH:13]=[CH:12][S:11][C:10]=3[C:14](=[O:16])[NH:17][N:18]=2)[CH:7]=[CH:6][CH:5]=[CH:4][CH:3]=1. The catalyst class is: 14. (4) Reactant: C(=O)([O-])[O-].[Cs+].[Cs+].Br[CH2:8][C:9]([O:11][C:12]([CH3:15])([CH3:14])[CH3:13])=[O:10].[CH3:16][C:17]1([CH3:31])[C:21]([CH3:23])([CH3:22])[O:20][B:19]([C:24]2[CH:29]=[CH:28][C:27]([OH:30])=[CH:26][CH:25]=2)[O:18]1. Product: [C:12]([O:11][C:9](=[O:10])[CH2:8][O:30][C:27]1[CH:26]=[CH:25][C:24]([B:19]2[O:20][C:21]([CH3:23])([CH3:22])[C:17]([CH3:31])([CH3:16])[O:18]2)=[CH:29][CH:28]=1)([CH3:15])([CH3:14])[CH3:13]. The catalyst class is: 3. (5) Reactant: CCN=C=NCCCN(C)C.[I:12][C:13]1[CH:14]=[C:15]([CH:19]=[C:20]([N+:22]([O-:24])=[O:23])[CH:21]=1)[C:16]([OH:18])=O.C1C=CC2N(O)N=NC=2C=1.[NH2:35][CH:36]([CH3:40])[CH2:37][O:38][CH3:39].CN1C(=O)CCC1. Product: [I:12][C:13]1[CH:14]=[C:15]([CH:19]=[C:20]([N+:22]([O-:24])=[O:23])[CH:21]=1)[C:16]([NH:35][CH:36]([CH3:40])[CH2:37][O:38][CH3:39])=[O:18]. The catalyst class is: 59. (6) Reactant: Cl[C:2]1[C:3]2[C:4](=[CH:19][N:20](CC3C=CC(OC)=CC=3)[N:21]=2)[N:5]=[C:6]([C:8]2[CH:18]=[CH:17][C:11]3[O:12][CH2:13][C:14](=[O:16])[NH:15][C:10]=3[CH:9]=2)[N:7]=1.[NH2:31][C:32]1[CH:37]=[CH:36][C:35]([N:38]2[CH2:43][CH2:42][N:41]([C:44](=[O:46])[CH3:45])[CH2:40][CH2:39]2)=[CH:34][CH:33]=1.Cl. Product: [C:44]([N:41]1[CH2:40][CH2:39][N:38]([C:35]2[CH:36]=[CH:37][C:32]([NH:31][C:2]3[C:3]4[NH:21][N:20]=[CH:19][C:4]=4[N:5]=[C:6]([C:8]4[CH:18]=[CH:17][C:11]5[O:12][CH2:13][C:14](=[O:16])[NH:15][C:10]=5[CH:9]=4)[N:7]=3)=[CH:33][CH:34]=2)[CH2:43][CH2:42]1)(=[O:46])[CH3:45]. The catalyst class is: 71. (7) The catalyst class is: 5. Product: [CH2:14]([N:11]1[C:12]2[C:8](=[CH:7][CH:6]=[C:5]([C:3]([O:2][CH3:1])=[O:4])[CH:13]=2)[C:9]([C:16]2[O:17][CH:30]=[N:29][CH:28]=2)=[CH:10]1)[CH3:15]. Reactant: [CH3:1][O:2][C:3]([C:5]1[CH:13]=[C:12]2[C:8]([C:9]([CH:16]=[O:17])=[CH:10][N:11]2[CH2:14][CH3:15])=[CH:7][CH:6]=1)=[O:4].CC1C=CC(S([CH2:28][N+:29]#[C-:30])(=O)=O)=CC=1.C([O-])([O-])=O.[K+].[K+]. (8) Reactant: [CH3:1][N:2]1[C:10]2[C:5](=[CH:6][CH:7]=[CH:8][CH:9]=2)[CH:4]=[C:3]1[C:11]([O:13][CH2:14][CH3:15])=[O:12].[C:16]([O-])(=O)C.[Na+].C[CH2:22][CH:23]([C:28]([O:30][CH2:31][CH3:32])=[O:29])[C:24]([O:26][CH3:27])=[O:25]. Product: [CH2:14]([O:13][C:11]([C:3]1[N:2]([CH3:1])[C:10]2[C:5]([C:4]=1[C:23]([CH3:22])([C:24]([O:26][CH2:27][CH3:16])=[O:25])[C:28]([O:30][CH2:31][CH3:32])=[O:29])=[CH:6][CH:7]=[CH:8][CH:9]=2)=[O:12])[CH3:15]. The catalyst class is: 52. (9) Reactant: C[N:2](C)[CH:3]=[CH:4][C:5]([C:7]1[C:12](=[O:13])[CH:11]=[CH:10][N:9]([C:14]2[CH:19]=[CH:18][CH:17]=[C:16]([OH:20])[CH:15]=2)[N:8]=1)=O.[C:22]1([NH:28]N)[CH:27]=[CH:26][CH:25]=[CH:24][CH:23]=1. Product: [OH:20][C:16]1[CH:15]=[C:14]([N:9]2[CH:10]=[CH:11][C:12](=[O:13])[C:7]([C:5]3[N:28]([C:22]4[CH:27]=[CH:26][CH:25]=[CH:24][CH:23]=4)[N:2]=[CH:3][CH:4]=3)=[N:8]2)[CH:19]=[CH:18][CH:17]=1. The catalyst class is: 5.